This data is from TCR-epitope binding with 47,182 pairs between 192 epitopes and 23,139 TCRs. The task is: Binary Classification. Given a T-cell receptor sequence (or CDR3 region) and an epitope sequence, predict whether binding occurs between them. The epitope is TLVPQEHYV. The TCR CDR3 sequence is CASSTGRVAPGELFF. Result: 0 (the TCR does not bind to the epitope).